From a dataset of Forward reaction prediction with 1.9M reactions from USPTO patents (1976-2016). Predict the product of the given reaction. (1) Given the reactants C[O:2][C:3](=[O:47])[C:4]1[CH:9]=[CH:8][C:7]([N:10]2[C:14](=[O:15])[C@H:13]3[C@H:16]([C:34]4[CH:39]=[CH:38][CH:37]=[C:36]([Cl:40])[C:35]=4[F:41])[C@:17]([C:26]4[CH:31]=[CH:30][C:29]([Cl:32])=[CH:28][C:27]=4[F:33])([C:24]#[N:25])[C@H:18]([CH2:19][C:20]([CH3:23])([CH3:22])[CH3:21])[N:12]3[C@@H:11]2[CH:42]([CH3:44])[CH3:43])=[CH:6][C:5]=1[O:45][CH3:46].[Li+].[OH-], predict the reaction product. The product is: [Cl:40][C:36]1[C:35]([F:41])=[C:34]([C@H:16]2[C@H:13]3[N:12]([C@H:11]([CH:42]([CH3:44])[CH3:43])[N:10]([C:7]4[CH:8]=[CH:9][C:4]([C:3]([OH:47])=[O:2])=[C:5]([O:45][CH3:46])[CH:6]=4)[C:14]3=[O:15])[C@@H:18]([CH2:19][C:20]([CH3:23])([CH3:21])[CH3:22])[C@@:17]2([C:26]2[CH:31]=[CH:30][C:29]([Cl:32])=[CH:28][C:27]=2[F:33])[C:24]#[N:25])[CH:39]=[CH:38][CH:37]=1. (2) Given the reactants [C:1]([O:5][C:6]([N:8]1[CH2:13][CH2:12][CH:11]([OH:14])[CH2:10][CH2:9]1)=[O:7])([CH3:4])([CH3:3])[CH3:2].[H-].[Na+].[CH2:17]([O:24][C:25]1[CH:30]=[CH:29][C:28]([C:31]2[CH:36]=[C:35](Cl)[N:34]=[N:33][C:32]=2[CH2:38][CH2:39][CH2:40][CH3:41])=[CH:27][CH:26]=1)[C:18]1[CH:23]=[CH:22][CH:21]=[CH:20][CH:19]=1.O, predict the reaction product. The product is: [C:1]([O:5][C:6]([N:8]1[CH2:13][CH2:12][CH:11]([O:14][C:35]2[N:34]=[N:33][C:32]([CH2:38][CH2:39][CH2:40][CH3:41])=[C:31]([C:28]3[CH:27]=[CH:26][C:25]([O:24][CH2:17][C:18]4[CH:19]=[CH:20][CH:21]=[CH:22][CH:23]=4)=[CH:30][CH:29]=3)[CH:36]=2)[CH2:10][CH2:9]1)=[O:7])([CH3:4])([CH3:2])[CH3:3]. (3) Given the reactants Cl[C:2]1[CH:10]=[CH:9][C:8]([C:11]2[C:12]([C@@H:23]([NH:33][C:34](=[O:40])[O:35][C:36]([CH3:39])([CH3:38])[CH3:37])[CH2:24][C:25]3[CH:30]=[C:29]([F:31])[CH:28]=[C:27]([F:32])[CH:26]=3)=[N:13][C:14]([C:17]#[C:18][C:19]([OH:22])([CH3:21])[CH3:20])=[CH:15][CH:16]=2)=[C:7]2[C:3]=1[C:4]([NH:42]S(C)(=O)=O)=[N:5][N:6]2[CH3:41].[CH3:47]N1C2C(=C(C)C=CC=2B2OC(C)(C)C(C)(C)O2)C(N)=N1, predict the reaction product. The product is: [NH2:42][C:4]1[C:3]2[C:7](=[C:8]([C:11]3[C:12]([C@@H:23]([NH:33][C:34](=[O:40])[O:35][C:36]([CH3:38])([CH3:39])[CH3:37])[CH2:24][C:25]4[CH:30]=[C:29]([F:31])[CH:28]=[C:27]([F:32])[CH:26]=4)=[N:13][C:14]([C:17]#[C:18][C:19]([OH:22])([CH3:20])[CH3:21])=[CH:15][CH:16]=3)[CH:9]=[CH:10][C:2]=2[CH3:47])[N:6]([CH3:41])[N:5]=1. (4) Given the reactants CC1C=CC(S(O[C:12]2[C:21]3[C:20](=[O:22])[N:19]([CH2:23][C:24]4[CH:29]=[CH:28][C:27]([O:30][CH3:31])=[CH:26][CH:25]=4)[C:18](=[O:32])[N:17]([C:33]4[CH:38]=[CH:37][C:36]([I:39])=[CH:35][C:34]=4[F:40])[C:16]=3[N:15]([CH3:41])[C:14](=[O:42])[C:13]=2[CH3:43])(=O)=O)=CC=1.N1C(C)=CC=CC=1C.[NH2:52][C:53]1[CH:54]=[C:55]([CH:59]=[CH:60][CH:61]=1)[C:56]([OH:58])=[O:57].O, predict the reaction product. The product is: [F:40][C:34]1[CH:35]=[C:36]([I:39])[CH:37]=[CH:38][C:33]=1[N:17]1[C:16]2[N:15]([CH3:41])[C:14](=[O:42])[C:13]([CH3:43])=[C:12]([NH:52][C:53]3[CH:54]=[C:55]([CH:59]=[CH:60][CH:61]=3)[C:56]([OH:58])=[O:57])[C:21]=2[C:20](=[O:22])[N:19]([CH2:23][C:24]2[CH:25]=[CH:26][C:27]([O:30][CH3:31])=[CH:28][CH:29]=2)[C:18]1=[O:32]. (5) The product is: [NH2:1][CH:4]([CH:6]([OH:11])[CH2:7][CH2:8][CH2:9][CH3:10])[CH3:5]. Given the reactants [N+:1]([CH:4]([CH:6]([OH:11])[CH2:7][CH2:8][CH2:9][CH3:10])[CH3:5])([O-])=O.O1CCNC1, predict the reaction product.